This data is from Forward reaction prediction with 1.9M reactions from USPTO patents (1976-2016). The task is: Predict the product of the given reaction. (1) Given the reactants [CH3:1][O:2][C:3]([O:9][CH3:10])([CH3:8])[C:4](OC)=[O:5].[CH2:11]([NH2:18])[C:12]1[CH:17]=[CH:16][CH:15]=[CH:14][CH:13]=1, predict the reaction product. The product is: [CH2:11]([NH:18][C:4](=[O:5])[C:3]([O:9][CH3:10])([O:2][CH3:1])[CH3:8])[C:12]1[CH:17]=[CH:16][CH:15]=[CH:14][CH:13]=1. (2) Given the reactants [CH2:1]([OH:8])[C:2]1[CH:7]=[CH:6][CH:5]=[CH:4][CH:3]=1.[H-].[Na+].Cl[C:12]1[N:17]=[C:16]([NH:18][C:19]2[CH:24]=[CH:23][C:22]([CH2:25][CH3:26])=[CH:21][CH:20]=2)[C:15]([N+:27]([O-:29])=[O:28])=[CH:14][CH:13]=1, predict the reaction product. The product is: [CH2:1]([O:8][C:12]1[N:17]=[C:16]([NH:18][C:19]2[CH:20]=[CH:21][C:22]([CH2:25][CH3:26])=[CH:23][CH:24]=2)[C:15]([N+:27]([O-:29])=[O:28])=[CH:14][CH:13]=1)[C:2]1[CH:7]=[CH:6][CH:5]=[CH:4][CH:3]=1. (3) Given the reactants O.[F-].C([N+](C)(C)C)C1C=CC=CC=1.Cl.[CH2:15]([C:22]1([N:47]([CH3:49])[CH3:48])[CH2:27][CH2:26][CH:25]([CH2:28][O:29][CH2:30][C:31]2[C:39]3[C:34](=[N:35][CH:36]=[CH:37][CH:38]=3)[NH:33][C:32]=2[Si](CC)(CC)CC)[CH2:24][CH2:23]1)[C:16]1[CH:21]=[CH:20][CH:19]=[CH:18][CH:17]=1, predict the reaction product. The product is: [NH:33]1[C:34]2=[N:35][CH:36]=[CH:37][CH:38]=[C:39]2[C:31]([CH2:30][O:29][CH2:28][CH:25]2[CH2:26][CH2:27][C:22]([CH2:15][C:16]3[CH:21]=[CH:20][CH:19]=[CH:18][CH:17]=3)([N:47]([CH3:49])[CH3:48])[CH2:23][CH2:24]2)=[CH:32]1.